Dataset: Full USPTO retrosynthesis dataset with 1.9M reactions from patents (1976-2016). Task: Predict the reactants needed to synthesize the given product. Given the product [CH3:35][O:34][C:28]1[CH:27]=[C:26]2[C:31]([N:32]=[CH:33][C:24]([S:23][CH2:22][CH2:21][N:18]3[CH2:17][CH2:16][CH:15]([NH2:14])[CH2:20][CH2:19]3)=[N:25]2)=[CH:30][CH:29]=1, predict the reactants needed to synthesize it. The reactants are: FC(F)(F)C(O)=O.C(OC(=O)[NH:14][CH:15]1[CH2:20][CH2:19][N:18]([CH2:21][CH2:22][S:23][C:24]2[CH:33]=[N:32][C:31]3[C:26](=[CH:27][C:28]([O:34][CH3:35])=[CH:29][CH:30]=3)[N:25]=2)[CH2:17][CH2:16]1)(C)(C)C.